From a dataset of B-cell epitopes from IEDB database with 3,159 antigens for binding position prediction. Token-level Classification. Given an antigen amino acid sequence, predict which amino acid positions are active epitope sites capable of antibody binding. Output is a list of indices for active positions. (1) The epitope positions are: [384, 385, 386, 387, 388, 389, 390, 391, 392, 393, 394, 395]. The amino acids at these positions are: RGTDEYFIRKPP. Given the antigen sequence: MTPGALLMLLGALGAPLAPGVRGSEAEGRLREKLFSGYDSSVRPAREVGDRVRVSVGLILAQLISLNEKDEEMSTKVYLDLEWTDYRLSWDPAEHDGIDSLRITAESVWLPDVVLLNNNDGNFDVALDISVVVSSDGSVRWQPPGIYRSSCSIQVTYFPFDWQNCTMVFSSYSYDSSEVSLQTGLGPDGQGHQEIHIHEGTFIENGQWEIIHKPSRLIQPPGDPRGGREGQRQEVIFYLIIRRKPLFYLVNVIAPCILITLLAIFVFYLPPDAGEKMGLSIFALLTLTVFLLLLADKVPETSLSVPIIIKYLMFTMVLVTFSVILSVVVLNLHHRSPHTHQMPLWVRQIFIHKLPLYLRLKRPKPERDLMPEPPHCSSPGSGWGRGTDEYFIRKPPSDFLFPKPNRFQPELSAPDLRRFIDGPNRAVALLPELREVVSSISYIARQLQEQEDHDALKEDWQFVAMVVDRLFLWTFIIFTSVGTLVIFLDATYHLPPPDPF..., which amino acid positions are active epitope sites? (2) The epitope positions are: [394, 395, 396, 397, 398, 399, 400, 401, 402, 403, 404, 405, 406, 407, 408, 409, 410, 411, 412, 413]. The amino acids at these positions are: VTSTLTSLFRPGASQKIQLV. Given the antigen sequence: MSTNPKPQRKTKRNTNRRPQDVKFPGGGQIVGGVYLLPRRGPRLGVRATRKTSERSQPRGRRQPIPKARRPEGRTWAQPGYPWPLYGNEGLGWAGWLLSPRGSRPSWGPNDPRRRSRNLGKVIDTLTCGFADLMGYIPLVGAPLGGAARALAHGVRVLEDGVNYATGNLPGCSFSIFLLALLSCLTIPASAYEVRNVSGIYHVTNDCSNSSIVYEAADVIMHAPGCVPCVRENNSSRCWVALTPTLAARNASVPTTTLRRHVDLLVGTAAFCSAMYVGDLCGSVFLISQLFTFSPRRHETVQDCNCSIYPGHVSGHRMAWDMMMNWSPTAALVVSQLLRIPQAVMDMVAGAHWGVLAGLAYYSMVGNWAKVLIVMLLFAGVDGHTRVTGGVQGHVTSTLTSLFRPGASQKIQLVNTNGSWHINRTALNCNDSLQTGFLAAL, which amino acid positions are active epitope sites? (3) Given the antigen sequence: MYNVFQMAVWLPAQNKFYLPPQPITRILSTDEYVTRTNLFYHATSERLLLVGHPLFEISSNQTVTIPKVSPNAFRVFRVRFADPNRFAFGDKAIFNPETERLVWGLRGIEIGRGQPLGIGITGHPLLNKLDDAENPTNYINTHANGDSRQNTAFDAKQTQMFLVGCTPASGEHWTSSRCPGEQVKLGDCPRVQMIESVIEDGDMMDIGFGAMDFAALQQDKSDVPLDVVQATCKYPDYIRMNHEAYGNSMFFFARREQMYTRHFFTRGGSVGDKEAVPQSLYLTADAEPRTTLATTNYVGTPSGSMVSSDVQLFNRSYWLQRCQGQNNGICWRNQLFITVGDNTRGTSLSISMKNNASTTYSNANFNDFLRHTEEFDLSFIVQLCKVKLTPENLAYIHTMDPNILEDWQLSVSQPPTNPLEDQYRFLGSSLAAKCPEQAPPEPQTDPYSQYKFWEVDLTERMSEQLDQFPLGRKFLYQSGMTQRTATSSTTKRKTVRVST..., which amino acid positions are active epitope sites? The epitope positions are: [132, 133, 134, 135, 136, 137, 138]. The amino acids at these positions are: AENPTNY. (4) The epitope positions are: [85, 86, 87, 88, 89, 90, 91, 92, 93, 94, 95, 96, 97, 98, 99]. The amino acids at these positions are: ASRETKELRQEERQP. Given the antigen sequence: MMLADLRLYQLVSPSLPVGAFTYSQGLEWAIEKGWVCSAETLSDWLSAQMTGTLATLELPILRQLQTSLAKGDSDTVKYWCDFMVASRETKELRQEERQPGIAFPRLLPQLGIELDDTLQQRVKQTQLMAFALAAVHWHIDSEKLCCAYVWGWLENTVMSGVKLVPLGQSAGQKMLFALAEQIPAIVELSAHWPQEDIGSLRQLK, which amino acid positions are active epitope sites? (5) Given the antigen sequence: MIAVSFKCRCQILRRLTKDESPYTKSASQTKPPDGALAVRRQSIPEEFKGSTVVELMKKEGTTLGLTVSGGIDKDGKPRVSNLRQGGIAARSDQLDVGDYIKAVNGINLAKFRHDEIISLLKNVGERVVLEVEYELPPVSVQGSSVIFRTVEVTLHKEGNTFGFVIRGGAHDDRNKSRPVVITCVRPGGPADREGTIKPGDRLLSVDGIRLLGTTHAEAMSILKQCGQEAALLIEYDVSVMDSVATASGPLLVEVAKTPGASLGVALTTSMCCNKQVIVIDKIKSASIADRCGALHVGDHILSIDGTSMEYCTLAEATQFLANTTDQVKLEILPHHQTRLALKGPDHVKIQRSDRQLTWDSWASNHSSLHTNHHYNTYHPDHCRVPALTFPKAPPPNSPPALVSSSFSPTSMSAYSLSSLNMGTLPRSLYSTSPRGTMMRRRLKKKDFKSSLSLASSTVGLAGQVVHTETTEVVLTADPVTGFGIQLQGSVFATETLSSP..., which amino acid positions are active epitope sites? The epitope positions are: [109, 110, 111, 112, 113, 114]. The amino acids at these positions are: AKFRHD. (6) The epitope positions are: [292, 293, 294, 295, 296, 297, 298, 299, 300, 301]. The amino acids at these positions are: LDNKYAGKGY. Given the antigen sequence: MNKFQLLPLTLAVSAAFTTTAFAAVSQPKVVLAGDTVVSDRQGAKIKTNVVTLREKDESTATDLRGLLQDEPAIGFGGGNGTSQFISIRGMGHNAIDLKIDNAYQDGQLHYHQGRFMLDPQMVKVVSVQKGAGFASAGIGATNGAIVTKTLDADELLRNSDKDYGFKVGAGLSTNKGHSYHGSAFGKAQTGFGQVDALVSYNQVNDSDYKGGKGYTNLLGNDVVTRSALDKSSYLVKAGLTAGDHRFVVSHLNEVHKGIRGVREEFDFANRALTLDIKKDDKTLTETELQAELDNKYAGKGYKLGSKTPDGKKYNVVDANGKLVADLDRNNPTQRETYQKLTNLEWTGKNLGFANEVTANVYKLEHGRNSSSDQGNTYITKDVPKEIIDNVDTPSNMHVVATGANINFDKEFNHSPLKGFGVDHTLLKYGINYRHQKAVPPRSLKPGVVHQEKTDAGIYLEAVNQINDFTINTGVRVDRFDFKAMDGKKVGKTDINPSFG..., which amino acid positions are active epitope sites?